Dataset: Catalyst prediction with 721,799 reactions and 888 catalyst types from USPTO. Task: Predict which catalyst facilitates the given reaction. (1) Reactant: [NH2:1][C:2]1[CH:3]=[C:4]([C:8]2[C:16]([C:17]3[CH:22]=[CH:21][N:20]=[C:19]([NH:23][C:24]4[CH:29]=[CH:28][CH:27]=[C:26]([CH2:30][N:31]([CH3:33])[CH3:32])[CH:25]=4)[N:18]=3)=[C:11]3[CH:12]=[CH:13][CH:14]=[CH:15][N:10]3[N:9]=2)[CH:5]=[CH:6][CH:7]=1.C1COCC1.C1C=CC2N(O)N=NC=2C=1.C[C:50]1[S:54][C:53]([C:55]2C=CC=CC=2)=N[C:51]=1[CH2:61][C:62]([OH:64])=O. Product: [CH3:32][N:31]([CH2:30][C:26]1[CH:25]=[C:24]([NH:23][C:19]2[N:18]=[C:17]([C:16]3[C:8]([C:4]4[CH:3]=[C:2]([NH:1][C:62](=[O:64])[CH2:61][C:51]5[CH:55]=[CH:53][S:54][CH:50]=5)[CH:7]=[CH:6][CH:5]=4)=[N:9][N:10]4[CH:15]=[CH:14][CH:13]=[CH:12][C:11]=34)[CH:22]=[CH:21][N:20]=2)[CH:29]=[CH:28][CH:27]=1)[CH3:33]. The catalyst class is: 44. (2) Reactant: [Br:1][C:2]1[CH:6]=[N:5][N:4]([CH3:7])[C:3]=1[NH:8][C:9]1[CH:14]=[CH:13][C:12](I)=[CH:11][CH:10]=1.[Cl:16][C:17]1[CH:18]=[C:19](B(O)O)[CH:20]=[CH:21][C:22]=1[Cl:23].C(=O)([O-])[O-].[Cs+].[Cs+].COCCOC. Product: [Br:1][C:2]1[CH:6]=[N:5][N:4]([CH3:7])[C:3]=1[NH:8][C:9]1[CH:14]=[CH:13][C:12]([C:20]2[CH:19]=[CH:18][C:17]([Cl:16])=[C:22]([Cl:23])[CH:21]=2)=[CH:11][CH:10]=1. The catalyst class is: 690. (3) The catalyst class is: 40. Reactant: [Cl:1][C:2]1[CH:9]=[C:8]([Cl:10])[CH:7]=[CH:6][C:3]=1[CH:4]=O.[CH3:11][C:12](=[O:17])[C:13]([CH3:16])([CH3:15])[CH3:14].[OH-].[Na+]. Product: [Cl:1][C:2]1[CH:9]=[C:8]([Cl:10])[CH:7]=[CH:6][C:3]=1[CH:4]=[CH:11][C:12](=[O:17])[C:13]([CH3:16])([CH3:15])[CH3:14]. (4) Reactant: [Cl-].[Mg+2].[Cl-].[CH3:4][O:5][C:6](=[O:21])[C:7]([C:14]1[CH:19]=[CH:18][C:17]([OH:20])=[CH:16][CH:15]=1)([CH2:11][O:12][CH3:13])[CH2:8][O:9][CH3:10].[CH2:22]=[O:23].C(N(CC)CC)C.Cl. Product: [CH3:4][O:5][C:6](=[O:21])[C:7]([C:14]1[CH:15]=[CH:16][C:17]([OH:20])=[C:18]([CH:22]=[O:23])[CH:19]=1)([CH2:11][O:12][CH3:13])[CH2:8][O:9][CH3:10]. The catalyst class is: 10. (5) Reactant: [N:1]1[C:10]2[C:5](=[CH:6][CH:7]=[CH:8][CH:9]=2)[CH:4]=[C:3]([CH:11]=[CH:12][CH:13]=[O:14])[CH:2]=1.[BH4-].[Na+].C(OC(C)C)(=O)C.[Cl-].[NH4+]. Product: [N:1]1[C:10]2[C:5](=[CH:6][CH:7]=[CH:8][CH:9]=2)[CH:4]=[C:3]([CH:11]=[CH:12][CH2:13][OH:14])[CH:2]=1. The catalyst class is: 5. (6) Reactant: [OH:1][C:2]1[CH:7]=[CH:6][C:5]([S:8][C:9]([CH3:15])([CH3:14])[C:10]([O:12][CH3:13])=[O:11])=[CH:4][CH:3]=1.CC(OC(/N=N/C(O[CH:27]([CH3:29])[CH3:28])=O)=O)C.[Cl:30][C:31]1[CH2:36][C:35]([Cl:40])(OCC)C=[CH:33][C:32]=1O.C1(P(C2C=CC=CC=2)C2C=CC=CC=2)C=CC=CC=1. Product: [Cl:40][C:35]1[CH:36]=[C:31]([Cl:30])[CH:32]=[CH:33][C:29]=1[CH2:27][CH2:28][O:1][C:2]1[CH:7]=[CH:6][C:5]([S:8][C:9]([CH3:15])([CH3:14])[C:10]([O:12][CH3:13])=[O:11])=[CH:4][CH:3]=1. The catalyst class is: 1.